Binary Classification. Given a drug SMILES string, predict its activity (active/inactive) in a high-throughput screening assay against a specified biological target. From a dataset of Cav3 T-type calcium channel HTS with 100,875 compounds. (1) The compound is O=c1n(nnc2c1cccc2)Cc1ncccc1. The result is 0 (inactive). (2) The drug is FC(F)(F)c1c(CNC(=O)C2ON=C(C2)c2cc(F)ccc2)cccc1. The result is 0 (inactive). (3) The drug is Clc1c(OCC(=O)NCCC=2CCCCC2)ccc(Cl)c1. The result is 0 (inactive).